This data is from Forward reaction prediction with 1.9M reactions from USPTO patents (1976-2016). The task is: Predict the product of the given reaction. The product is: [CH2:1]([O:3][C:4]([N:6]1[C:15]2[C:10](=[N:11][C:12]([C:16]([OH:18])=[O:17])=[CH:13][CH:14]=2)[C@@H:9]([NH:26][C:27]2[N:32]=[C:31]([CH2:33][C:34]3[CH:39]=[C:38]([C:40]([F:41])([F:42])[F:43])[CH:37]=[C:36]([C:44]([F:47])([F:46])[F:45])[CH:35]=3)[C:30]([O:48][CH2:49][CH2:50][CH2:51][C:52]([O:54][CH2:55][CH3:56])=[O:53])=[CH:29][N:28]=2)[CH2:8][C@H:7]1[CH2:57][CH3:58])=[O:5])[CH3:2]. Given the reactants [CH2:1]([O:3][C:4]([N:6]1[C:15]2[C:10](=[N:11][C:12]([C:16]([O:18]CC3C=CC=CC=3)=[O:17])=[CH:13][CH:14]=2)[C@@H:9]([NH:26][C:27]2[N:32]=[C:31]([CH2:33][C:34]3[CH:39]=[C:38]([C:40]([F:43])([F:42])[F:41])[CH:37]=[C:36]([C:44]([F:47])([F:46])[F:45])[CH:35]=3)[C:30]([O:48][CH2:49][CH2:50][CH2:51][C:52]([O:54][CH2:55][CH3:56])=[O:53])=[CH:29][N:28]=2)[CH2:8][C@H:7]1[CH2:57][CH3:58])=[O:5])[CH3:2], predict the reaction product.